Dataset: Reaction yield outcomes from USPTO patents with 853,638 reactions. Task: Predict the reaction yield, written as a fraction of the theoretical maximum amount of product (1.0 means a 100% yield; for example, 0.34 means a 34% yield). The reactants are Br[C:2]1[CH:3]=[N:4][N:5]([C:9]2[CH:17]=[CH:16][C:12]([C:13]([OH:15])=[O:14])=[CH:11][N:10]=2)[C:6]=1[O:7][CH3:8].[F:18][C:19]1[C:26]([CH3:27])=[C:25](B2OC(C)(C)C(C)(C)O2)[CH:24]=[CH:23][C:20]=1[C:21]#[N:22].C1COCC1.C(=O)([O-])[O-].[Na+].[Na+]. The product is [C:21]([C:20]1[CH:23]=[CH:24][C:25]([C:2]2[CH:3]=[N:4][N:5]([C:9]3[CH:17]=[CH:16][C:12]([C:13]([OH:15])=[O:14])=[CH:11][N:10]=3)[C:6]=2[O:7][CH3:8])=[C:26]([CH3:27])[C:19]=1[F:18])#[N:22]. The catalyst is CC(P(C(C)(C)C)[C]1[CH][CH][CH][CH]1)(C)C.CC(P(C(C)(C)C)[C]1[CH][CH][CH][CH]1)(C)C.Cl[Pd]Cl.[Fe].O. The yield is 0.465.